Dataset: NCI-60 drug combinations with 297,098 pairs across 59 cell lines. Task: Regression. Given two drug SMILES strings and cell line genomic features, predict the synergy score measuring deviation from expected non-interaction effect. (1) Drug 2: CC1=C2C(C(=O)C3(C(CC4C(C3C(C(C2(C)C)(CC1OC(=O)C(C(C5=CC=CC=C5)NC(=O)OC(C)(C)C)O)O)OC(=O)C6=CC=CC=C6)(CO4)OC(=O)C)O)C)O. Cell line: RPMI-8226. Synergy scores: CSS=68.7, Synergy_ZIP=3.10, Synergy_Bliss=3.46, Synergy_Loewe=-3.31, Synergy_HSA=4.71. Drug 1: CCC1=CC2CC(C3=C(CN(C2)C1)C4=CC=CC=C4N3)(C5=C(C=C6C(=C5)C78CCN9C7C(C=CC9)(C(C(C8N6C)(C(=O)OC)O)OC(=O)C)CC)OC)C(=O)OC.C(C(C(=O)O)O)(C(=O)O)O. (2) Drug 1: C1CCC(CC1)NC(=O)N(CCCl)N=O. Synergy scores: CSS=9.10, Synergy_ZIP=-3.04, Synergy_Bliss=-1.40, Synergy_Loewe=-4.53, Synergy_HSA=-3.85. Cell line: MALME-3M. Drug 2: CCCCCOC(=O)NC1=NC(=O)N(C=C1F)C2C(C(C(O2)C)O)O. (3) Drug 1: CC12CCC3C(C1CCC2=O)CC(=C)C4=CC(=O)C=CC34C. Drug 2: COC1=NC(=NC2=C1N=CN2C3C(C(C(O3)CO)O)O)N. Cell line: RPMI-8226. Synergy scores: CSS=18.6, Synergy_ZIP=8.65, Synergy_Bliss=10.5, Synergy_Loewe=-12.5, Synergy_HSA=6.74. (4) Drug 1: C1=CC(=CC=C1CCCC(=O)O)N(CCCl)CCCl. Drug 2: CN1C2=C(C=C(C=C2)N(CCCl)CCCl)N=C1CCCC(=O)O.Cl. Cell line: SK-OV-3. Synergy scores: CSS=14.0, Synergy_ZIP=-4.32, Synergy_Bliss=-1.23, Synergy_Loewe=-5.02, Synergy_HSA=-1.10. (5) Drug 1: C1C(C(OC1N2C=NC3=C(N=C(N=C32)Cl)N)CO)O. Drug 2: N.N.Cl[Pt+2]Cl. Cell line: RPMI-8226. Synergy scores: CSS=50.0, Synergy_ZIP=1.70, Synergy_Bliss=1.69, Synergy_Loewe=3.15, Synergy_HSA=7.07. (6) Drug 1: CCCS(=O)(=O)NC1=C(C(=C(C=C1)F)C(=O)C2=CNC3=C2C=C(C=N3)C4=CC=C(C=C4)Cl)F. Drug 2: CC12CCC3C(C1CCC2=O)CC(=C)C4=CC(=O)C=CC34C. Cell line: MDA-MB-231. Synergy scores: CSS=11.6, Synergy_ZIP=-1.01, Synergy_Bliss=-3.26, Synergy_Loewe=-23.0, Synergy_HSA=-4.72. (7) Drug 1: CN(C)N=NC1=C(NC=N1)C(=O)N. Drug 2: C1=CC=C(C(=C1)C(C2=CC=C(C=C2)Cl)C(Cl)Cl)Cl. Cell line: NCI-H522. Synergy scores: CSS=9.84, Synergy_ZIP=-2.07, Synergy_Bliss=3.06, Synergy_Loewe=3.29, Synergy_HSA=3.36. (8) Drug 1: CNC(=O)C1=CC=CC=C1SC2=CC3=C(C=C2)C(=NN3)C=CC4=CC=CC=N4. Drug 2: CC1=C(N=C(N=C1N)C(CC(=O)N)NCC(C(=O)N)N)C(=O)NC(C(C2=CN=CN2)OC3C(C(C(C(O3)CO)O)O)OC4C(C(C(C(O4)CO)O)OC(=O)N)O)C(=O)NC(C)C(C(C)C(=O)NC(C(C)O)C(=O)NCCC5=NC(=CS5)C6=NC(=CS6)C(=O)NCCC[S+](C)C)O. Cell line: MOLT-4. Synergy scores: CSS=15.6, Synergy_ZIP=-5.66, Synergy_Bliss=-2.54, Synergy_Loewe=-5.56, Synergy_HSA=-1.99. (9) Drug 1: CC1OCC2C(O1)C(C(C(O2)OC3C4COC(=O)C4C(C5=CC6=C(C=C35)OCO6)C7=CC(=C(C(=C7)OC)O)OC)O)O. Drug 2: COC1=C2C(=CC3=C1OC=C3)C=CC(=O)O2. Cell line: A549. Synergy scores: CSS=39.3, Synergy_ZIP=-1.08, Synergy_Bliss=-1.82, Synergy_Loewe=-8.01, Synergy_HSA=-0.355. (10) Drug 1: CC12CCC3C(C1CCC2=O)CC(=C)C4=CC(=O)C=CC34C. Drug 2: CCC1(CC2CC(C3=C(CCN(C2)C1)C4=CC=CC=C4N3)(C5=C(C=C6C(=C5)C78CCN9C7C(C=CC9)(C(C(C8N6C=O)(C(=O)OC)O)OC(=O)C)CC)OC)C(=O)OC)O.OS(=O)(=O)O. Cell line: TK-10. Synergy scores: CSS=28.4, Synergy_ZIP=4.35, Synergy_Bliss=5.37, Synergy_Loewe=4.18, Synergy_HSA=3.91.